From a dataset of Catalyst prediction with 721,799 reactions and 888 catalyst types from USPTO. Predict which catalyst facilitates the given reaction. (1) Reactant: [N:1]1[CH:6]=[CH:5][C:4]([N:7]2[CH2:11][CH2:10][NH:9][C:8]2=[O:12])=[CH:3][CH:2]=1.Br[CH2:14][CH2:15][CH2:16][CH2:17][CH2:18][CH2:19][O:20][C:21]1[CH:22]=[N:23][CH:24]=[C:25]([Cl:27])[CH:26]=1.[H-].[Na+]. Product: [Cl:27][C:25]1[CH:26]=[C:21]([O:20][CH2:19][CH2:18][CH2:17][CH2:16][CH2:15][CH2:14][N:9]2[CH2:10][CH2:11][N:7]([C:4]3[CH:3]=[CH:2][N:1]=[CH:6][CH:5]=3)[C:8]2=[O:12])[CH:22]=[N:23][CH:24]=1. The catalyst class is: 3. (2) Reactant: [N-:1]=[N+:2]=[N-:3].[Na+].[CH:5](Br)=[CH:6][CH2:7][CH2:8][CH2:9][CH2:10][CH2:11][CH2:12][CH2:13][CH2:14][CH3:15].O. Product: [CH:5]([N:1]=[N+:2]=[N-:3])=[CH:6][CH2:7][CH2:8][CH2:9][CH2:10][CH2:11][CH2:12][CH2:13][CH2:14][CH3:15]. The catalyst class is: 9.